Dataset: Catalyst prediction with 721,799 reactions and 888 catalyst types from USPTO. Task: Predict which catalyst facilitates the given reaction. Reactant: [C:1]([C:5]1[CH:9]=[C:8]([NH:10][C:11]([NH:13][C:14]2[C:23]3[C:18](=[CH:19][CH:20]=[CH:21][CH:22]=3)[C:17]([O:24][C:25]3[CH:30]=[CH:29][N:28]=[C:27](Cl)[N:26]=3)=[CH:16][CH:15]=2)=[O:12])[N:7]([C:32]2[CH:37]=[CH:36][C:35]([CH3:38])=[CH:34][CH:33]=2)[N:6]=1)([CH3:4])([CH3:3])[CH3:2].[CH3:39][O:40][C:41]1[CH:42]=[C:43]([CH:45]=[C:46]([S:48]([CH2:51][CH2:52][CH2:53][N:54]2[CH2:59][CH2:58][O:57][CH2:56][CH2:55]2)(=[O:50])=[O:49])[CH:47]=1)[NH2:44].C([O-])(O)=O.[Na+]. Product: [C:1]([C:5]1[CH:9]=[C:8]([NH:10][C:11]([NH:13][C:14]2[C:23]3[C:18](=[CH:19][CH:20]=[CH:21][CH:22]=3)[C:17]([O:24][C:25]3[CH:30]=[CH:29][N:28]=[C:27]([NH:44][C:43]4[CH:45]=[C:46]([S:48]([CH2:51][CH2:52][CH2:53][N:54]5[CH2:59][CH2:58][O:57][CH2:56][CH2:55]5)(=[O:49])=[O:50])[CH:47]=[C:41]([O:40][CH3:39])[CH:42]=4)[N:26]=3)=[CH:16][CH:15]=2)=[O:12])[N:7]([C:32]2[CH:37]=[CH:36][C:35]([CH3:38])=[CH:34][CH:33]=2)[N:6]=1)([CH3:4])([CH3:3])[CH3:2]. The catalyst class is: 3.